This data is from Catalyst prediction with 721,799 reactions and 888 catalyst types from USPTO. The task is: Predict which catalyst facilitates the given reaction. (1) Product: [CH3:35][NH:37][C:9]([C:8]1[CH:12]=[CH:13][C:5]([C:3]([O:2][CH3:1])=[O:4])=[C:6]([C:14]2[CH:15]=[N:16][CH:17]=[CH:18][CH:19]=2)[CH:7]=1)=[O:10]. Reactant: [CH3:1][O:2][C:3]([C:5]1[CH:13]=[CH:12][C:8]([C:9](O)=[O:10])=[CH:7][C:6]=1[C:14]1[CH:15]=[N:16][CH:17]=[CH:18][CH:19]=1)=[O:4].CN.C1COCC1.C(Cl)CCl.C1C=CC2N(O)N=[N:37][C:35]=2C=1. The catalyst class is: 3. (2) Reactant: [NH2:1][C:2]1[CH:3]=[C:4]([C:8]2[N:9]([CH3:20])[C:10]3[C:15]([C:16]=2[C:17]#[N:18])=[CH:14][CH:13]=[C:12]([Cl:19])[CH:11]=3)[CH:5]=[N:6][CH:7]=1.C(N(CC)CC)C.[CH2:28]([S:30](Cl)(=[O:32])=[O:31])[CH3:29]. Product: [Cl:19][C:12]1[CH:11]=[C:10]2[C:15]([C:16]([C:17]#[N:18])=[C:8]([C:4]3[CH:3]=[C:2]([NH:1][S:30]([CH2:28][CH3:29])(=[O:32])=[O:31])[CH:7]=[N:6][CH:5]=3)[N:9]2[CH3:20])=[CH:14][CH:13]=1. The catalyst class is: 2. (3) Reactant: [N:1]1([C:7]([C:9]2[CH:10]=[C:11]3[C:15](=[CH:16][CH:17]=2)[NH:14][C:13](=[O:18])[CH2:12]3)=[O:8])[CH2:6][CH2:5][O:4][CH2:3][CH2:2]1.[O:19]=[C:20]1[C:25]2=[CH:26][NH:27][C:28]([CH:29]=O)=[C:24]2[CH2:23][CH2:22][NH:21]1.N1CCCCC1. Product: [N:1]1([C:7]([C:9]2[CH:10]=[C:11]3[C:15](=[CH:16][CH:17]=2)[NH:14][C:13](=[O:18])[C:12]3=[CH:29][C:28]2[NH:27][CH:26]=[C:25]3[C:24]=2[CH2:23][CH2:22][NH:21][C:20]3=[O:19])=[O:8])[CH2:6][CH2:5][O:4][CH2:3][CH2:2]1. The catalyst class is: 8. (4) Reactant: [C:1]([C:3]1[C:4]([N:16]2[CH2:21][CH2:20][CH:19]([C:22](O)=[O:23])[CH2:18][CH2:17]2)=[N:5][C:6]([CH3:15])=[C:7]([C:9]([O:11][CH:12]([CH3:14])[CH3:13])=[O:10])[CH:8]=1)#[N:2].CN(C(ON1N=NC2C=CC=CC1=2)=[N+](C)C)C.[B-](F)(F)(F)F.CCN(C(C)C)C(C)C.[CH3:56][O:57][C:58]1[CH:63]=[CH:62][C:61]([S:64]([NH2:67])(=[O:66])=[O:65])=[CH:60][CH:59]=1.C([O-])(O)=O.[Na+]. Product: [C:1]([C:3]1[C:4]([N:16]2[CH2:17][CH2:18][CH:19]([C:22]([NH:67][S:64]([C:61]3[CH:60]=[CH:59][C:58]([O:57][CH3:56])=[CH:63][CH:62]=3)(=[O:65])=[O:66])=[O:23])[CH2:20][CH2:21]2)=[N:5][C:6]([CH3:15])=[C:7]([CH:8]=1)[C:9]([O:11][CH:12]([CH3:14])[CH3:13])=[O:10])#[N:2]. The catalyst class is: 2. (5) Reactant: [OH-].[Na+].[OH:3][NH:4][C:5](N)=[O:6].Br[CH:9]([CH:14](Br)[CH2:15][CH:16]([NH:21][C:22]1[C:27]([F:28])=[CH:26][N:25]=[C:24]([C:29]2[C:37]3[C:32](=[N:33][CH:34]=[C:35]([F:38])[CH:36]=3)[NH:31][CH:30]=2)[N:23]=1)[C:17]([CH3:20])([CH3:19])[CH3:18])C(OC)=O.CC(O)=O. Product: [F:28][C:27]1[C:22]([NH:21][CH:16]([C:17]([CH3:20])([CH3:19])[CH3:18])[CH2:15][C:14]2[O:3][N:4]=[C:5]([OH:6])[CH:9]=2)=[N:23][C:24]([C:29]2[C:37]3[C:32](=[N:33][CH:34]=[C:35]([F:38])[CH:36]=3)[NH:31][CH:30]=2)=[N:25][CH:26]=1. The catalyst class is: 72.